This data is from Merck oncology drug combination screen with 23,052 pairs across 39 cell lines. The task is: Regression. Given two drug SMILES strings and cell line genomic features, predict the synergy score measuring deviation from expected non-interaction effect. (1) Drug 1: O=c1[nH]cc(F)c(=O)[nH]1. Drug 2: NC1(c2ccc(-c3nc4ccn5c(=O)[nH]nc5c4cc3-c3ccccc3)cc2)CCC1. Cell line: A2058. Synergy scores: synergy=15.9. (2) Drug 1: CS(=O)(=O)CCNCc1ccc(-c2ccc3ncnc(Nc4ccc(OCc5cccc(F)c5)c(Cl)c4)c3c2)o1. Cell line: A427. Synergy scores: synergy=-11.1. Drug 2: COC1CC2CCC(C)C(O)(O2)C(=O)C(=O)N2CCCCC2C(=O)OC(C(C)CC2CCC(OP(C)(C)=O)C(OC)C2)CC(=O)C(C)C=C(C)C(O)C(OC)C(=O)C(C)CC(C)C=CC=CC=C1C. (3) Drug 1: N.N.O=C(O)C1(C(=O)O)CCC1.[Pt]. Drug 2: CNC(=O)c1cc(Oc2ccc(NC(=O)Nc3ccc(Cl)c(C(F)(F)F)c3)cc2)ccn1. Cell line: PA1. Synergy scores: synergy=-13.8. (4) Drug 1: COc1cc(C2c3cc4c(cc3C(OC3OC5COC(C)OC5C(O)C3O)C3COC(=O)C23)OCO4)cc(OC)c1O. Drug 2: COC1CC2CCC(C)C(O)(O2)C(=O)C(=O)N2CCCCC2C(=O)OC(C(C)CC2CCC(OP(C)(C)=O)C(OC)C2)CC(=O)C(C)C=C(C)C(O)C(OC)C(=O)C(C)CC(C)C=CC=CC=C1C. Cell line: OV90. Synergy scores: synergy=11.8. (5) Drug 1: COc1cc(C2c3cc4c(cc3C(OC3OC5COC(C)OC5C(O)C3O)C3COC(=O)C23)OCO4)cc(OC)c1O. Drug 2: COC1CC2CCC(C)C(O)(O2)C(=O)C(=O)N2CCCCC2C(=O)OC(C(C)CC2CCC(OP(C)(C)=O)C(OC)C2)CC(=O)C(C)C=C(C)C(O)C(OC)C(=O)C(C)CC(C)C=CC=CC=C1C. Cell line: HT29. Synergy scores: synergy=18.4. (6) Drug 1: COc1cccc2c1C(=O)c1c(O)c3c(c(O)c1C2=O)CC(O)(C(=O)CO)CC3OC1CC(N)C(O)C(C)O1. Drug 2: O=C(NOCC(O)CO)c1ccc(F)c(F)c1Nc1ccc(I)cc1F. Cell line: LOVO. Synergy scores: synergy=8.60. (7) Drug 1: NC(=O)c1cccc2cn(-c3ccc(C4CCCNC4)cc3)nc12. Drug 2: CC(C)CC(NC(=O)C(Cc1ccccc1)NC(=O)c1cnccn1)B(O)O. Cell line: CAOV3. Synergy scores: synergy=-21.8.